This data is from Aqueous solubility values for 9,982 compounds from the AqSolDB database. The task is: Regression/Classification. Given a drug SMILES string, predict its absorption, distribution, metabolism, or excretion properties. Task type varies by dataset: regression for continuous measurements (e.g., permeability, clearance, half-life) or binary classification for categorical outcomes (e.g., BBB penetration, CYP inhibition). For this dataset (solubility_aqsoldb), we predict Y. (1) The compound is CC(=O)C=C(C)[O-].CC(=O)C=C(C)[O-].CC(=O)C=C(C)[O-].[Al+3]. The Y is -2.03 log mol/L. (2) The compound is CC(C)=CC1CC(C)CCO1. The Y is -2.22 log mol/L. (3) The molecule is c1cc2c3c(c1)ccc1cccc(c13)C2. The Y is -5.24 log mol/L. (4) The molecule is O=C1C(S(=O)(=O)[O-])=Cc2cc(S(=O)(=O)[O-])ccc2/C1=N\Nc1ccc(S(=O)(=O)[O-])c2ccccc12.[Na+].[Na+].[Na+]. The Y is -1.08 log mol/L. (5) The compound is c1ccc2c(c1)ccc1c2ccc2c3ccccc3ccc21. The Y is -7.87 log mol/L. (6) The molecule is O=c1nccc[nH]1. The Y is 0.675 log mol/L. (7) The drug is CCCC[Sn](CCCC)(CCCC)CCCC. The Y is -4.60 log mol/L.